From a dataset of Full USPTO retrosynthesis dataset with 1.9M reactions from patents (1976-2016). Predict the reactants needed to synthesize the given product. (1) Given the product [C:23]([NH:1][C:2]1[S:3][C:4]([C:10]2[CH:15]=[CH:14][CH:13]=[CH:12][CH:11]=2)=[CH:5][C:6]=1[C:7]([NH2:9])=[O:8])(=[O:24])[CH3:22], predict the reactants needed to synthesize it. The reactants are: [NH2:1][C:2]1[S:3][C:4]([C:10]2[CH:15]=[CH:14][C:13](F)=[CH:12][CH:11]=2)=[CH:5][C:6]=1[C:7]([NH2:9])=[O:8].NC1SC(C2C=CC=CC=2)=C[C:22]=1[C:23](N)=[O:24]. (2) Given the product [Cl:7][C:6]1[S:5][C:4]([S:8]([NH:11][C:12]2[CH:21]=[CH:20][C:15]([C:16]([O:18][CH3:19])=[O:17])=[C:14]([OH:22])[CH:13]=2)(=[O:10])=[O:9])=[CH:3][C:2]=1[C:26]1[CH:27]=[CH:28][C:29]([O:30][CH3:31])=[C:24]([F:23])[CH:25]=1, predict the reactants needed to synthesize it. The reactants are: Br[C:2]1[CH:3]=[C:4]([S:8]([NH:11][C:12]2[CH:21]=[CH:20][C:15]([C:16]([O:18][CH3:19])=[O:17])=[C:14]([OH:22])[CH:13]=2)(=[O:10])=[O:9])[S:5][C:6]=1[Cl:7].[F:23][C:24]1[CH:25]=[C:26](B(O)O)[CH:27]=[CH:28][C:29]=1[O:30][CH3:31]. (3) Given the product [CH3:4][C:2]([CH3:1])([O:5][C:6](=[O:7])[NH:8][C@@H:9]([C:10]1[CH:11]=[CH:12][CH:13]=[CH:14][CH:15]=1)[C:16](=[O:18])[NH:136][C@H:132]([C:133]([OH:135])=[O:134])[CH2:131][S:130][CH2:129]/[CH:128]=[C:127](\[CH3:137])/[CH2:126][CH2:125]/[CH:124]=[C:123](\[CH3:138])/[CH2:122][CH2:121][CH:120]=[C:119]([CH3:139])[CH3:118])[CH3:3], predict the reactants needed to synthesize it. The reactants are: [CH3:1][C:2]([O:5][C:6]([NH:8][C@@H:9]([C:16]([OH:18])=O)[C:10]1[CH:15]=[CH:14][CH:13]=[CH:12][CH:11]=1)=[O:7])([CH3:4])[CH3:3].C[C@@H](O)[C@@H]1NC(=O)[C@H](CCN)NC(=O)[C@H](CCN)NC(=O)[C@H](CC(C)C)NC(=O)[C@@H](CC2C=CC=CC=2)NC(=O)[C@H](CCN)NC(=O)[C@@H](NC([C@@H](N)CCN)=O)CCNC1=O.OS(O)(=O)=O.CN(C(ON1N=NC2C=CC=NC1=2)=[N+](C)C)C.F[P-](F)(F)(F)(F)F.C(N(CC)C(C)C)(C)C.[CH3:118][C:119]([CH3:139])=[CH:120][CH2:121][CH2:122]/[C:123](/[CH3:138])=[CH:124]/[CH2:125][CH2:126]/[C:127](/[CH3:137])=[CH:128]/[CH2:129][S:130][CH2:131][C@H:132]([NH2:136])[C:133]([OH:135])=[O:134]. (4) Given the product [N:1]1([C:7]([O:9][CH2:10][Br:12])=[O:8])[CH2:6][CH2:5][O:4][CH2:3][CH2:2]1, predict the reactants needed to synthesize it. The reactants are: [N:1]1([C:7]([O:9][CH2:10]Cl)=[O:8])[CH2:6][CH2:5][O:4][CH2:3][CH2:2]1.[Br-:12].[Na+]. (5) The reactants are: [CH3:1][C:2]1[CH:6]=[C:5]([N:7]2[C:11](=[O:12])[NH:10][N:9]=[CH:8]2)[S:4][C:3]=1[C:13]([O:15][CH2:16][CH3:17])=[O:14].C(=O)([O-])[O-].[K+].[K+].[F:24][C:25]1[CH:32]=[CH:31][C:28]([CH2:29]Br)=[CH:27][CH:26]=1. Given the product [F:24][C:25]1[CH:32]=[CH:31][C:28]([CH2:29][N:10]2[C:11](=[O:12])[N:7]([C:5]3[S:4][C:3]([C:13]([O:15][CH2:16][CH3:17])=[O:14])=[C:2]([CH3:1])[CH:6]=3)[CH:8]=[N:9]2)=[CH:27][CH:26]=1, predict the reactants needed to synthesize it. (6) Given the product [CH3:1][S:2]([C:5]1[NH:9][CH2:8][C:7]([C:52]2[CH:57]=[CH:56][CH:55]=[CH:54][CH:53]=2)([C:16]([N:32]2[CH2:33][CH2:34][N:29]([C:25]3[CH:24]=[C:23]([CH:28]=[CH:27][CH:26]=3)[C:21]#[N:22])[CH2:30][CH2:31]2)=[O:17])[N:6]=1)(=[O:3])=[O:4], predict the reactants needed to synthesize it. The reactants are: [CH3:1][S:2]([C:5]1[NH:6][C:7]([C:16](O)=[O:17])=[C:8](C2C=CC=CC=2)[N:9]=1)(=[O:4])=[O:3].Cl.Cl.[C:21]([C:23]1[CH:24]=[C:25]([N:29]2[CH2:34][CH2:33][NH:32][CH2:31][CH2:30]2)[CH:26]=[CH:27][CH:28]=1)#[N:22].Cl.CN(C)CCCN=C=NCC.O.ON1[C:53]2[CH:54]=[CH:55][CH:56]=[CH:57][C:52]=2N=N1. (7) Given the product [Cl:22][C:20]1[C:19]([C:7](=[O:6])[CH3:8])=[CH:18][CH:11]=[C:10]([Cl:9])[N:21]=1, predict the reactants needed to synthesize it. The reactants are: C[Mg]Br.CC[O:6][CH2:7][CH3:8].[Cl:9][C:10]1[N:21]=[C:20]([Cl:22])[CH:19]=[CH:18][C:11]=1C(N(OC)C)=O.